Dataset: Full USPTO retrosynthesis dataset with 1.9M reactions from patents (1976-2016). Task: Predict the reactants needed to synthesize the given product. (1) Given the product [CH2:19]([NH:1][C:2]1[CH:10]=[C:9]([C:11]([F:12])([F:13])[F:14])[CH:8]=[CH:7][C:3]=1[C:4]([OH:6])=[O:5])[CH2:15][CH3:16], predict the reactants needed to synthesize it. The reactants are: [NH2:1][C:2]1[CH:10]=[C:9]([C:11]([F:14])([F:13])[F:12])[CH:8]=[CH:7][C:3]=1[C:4]([OH:6])=[O:5].[C:15](O)(=O)[CH3:16].[C:19](O[BH-](OC(=O)C)OC(=O)C)(=O)C.[Na+]. (2) Given the product [ClH:20].[O:2]1[C:7]2[CH:8]=[CH:9][C:10]([NH:1][CH3:16])=[CH:11][C:6]=2[O:5][CH2:4][CH2:3]1, predict the reactants needed to synthesize it. The reactants are: [NH3:1].[O:2]1[C:7]2[CH:8]=[CH:9][C:10](C=O)=[CH:11][C:6]=2[O:5][CH2:4][CH2:3]1.[H][H].[CH3:16]C(O)C.[ClH:20]. (3) Given the product [Br:22][C:23]1[CH:24]=[C:25]2[C:29](=[CH:30][CH:31]=1)[NH:28][C:27](=[O:33])[C:26]2=[CH:20][C:3]1[NH:4][C:5]2[CH2:10][CH2:9][N:8]([CH2:11][CH2:12][N:13]3[CH2:14][CH2:15][O:16][CH2:17][CH2:18]3)[C:7](=[O:19])[C:6]=2[C:2]=1[CH3:1], predict the reactants needed to synthesize it. The reactants are: [CH3:1][C:2]1[C:6]2[C:7](=[O:19])[N:8]([CH2:11][CH2:12][N:13]3[CH2:18][CH2:17][O:16][CH2:15][CH2:14]3)[CH2:9][CH2:10][C:5]=2[NH:4][C:3]=1[CH:20]=O.[Br:22][C:23]1[CH:24]=[C:25]2[C:29](=[CH:30][C:31]=1N)[NH:28][C:27](=[O:33])[CH2:26]2. (4) Given the product [CH3:14][O:15][C:16](=[O:43])[CH:17]([NH:42][S:2]([NH:5][C:6]([O:7][C:8]([CH3:11])([CH3:10])[CH3:9])=[O:12])(=[O:4])=[O:3])[CH2:18][NH:19][C:20]([C:22]1[CH:31]=[CH:30][C:29]2[C:24](=[C:25]([C:32]3[C:41]4[C:36](=[CH:37][CH:38]=[CH:39][CH:40]=4)[CH:35]=[CH:34][CH:33]=3)[CH:26]=[CH:27][CH:28]=2)[N:23]=1)=[O:21], predict the reactants needed to synthesize it. The reactants are: Cl[S:2]([NH:5][C:6](=[O:12])[O:7][C:8]([CH3:11])([CH3:10])[CH3:9])(=[O:4])=[O:3].Cl.[CH3:14][O:15][C:16](=[O:43])[CH:17]([NH2:42])[CH2:18][NH:19][C:20]([C:22]1[CH:31]=[CH:30][C:29]2[C:24](=[C:25]([C:32]3[C:41]4[C:36](=[CH:37][CH:38]=[CH:39][CH:40]=4)[CH:35]=[CH:34][CH:33]=3)[CH:26]=[CH:27][CH:28]=2)[N:23]=1)=[O:21].CCN(CC)CC. (5) Given the product [CH2:13]([O:10][C:6]1[CH:5]=[C:4]([N+:1]([O-:3])=[O:2])[CH:9]=[CH:8][CH:7]=1)[CH:12]=[CH2:11], predict the reactants needed to synthesize it. The reactants are: [N+:1]([C:4]1[CH:5]=[C:6]([OH:10])[CH:7]=[CH:8][CH:9]=1)([O-:3])=[O:2].[CH2:11](Br)[CH:12]=[CH2:13].C(=O)([O-])[O-].[K+].[K+]. (6) Given the product [C:18]([C:17]1[CH:20]=[CH:21][CH:22]=[CH:23][C:16]=1[O:15][C:14]([F:25])([F:24])[F:13])#[CH:1], predict the reactants needed to synthesize it. The reactants are: [CH3:1]OP(C(=[N+]=[N-])C(=O)C)(=O)OC.[F:13][C:14]([F:25])([F:24])[O:15][C:16]1[CH:23]=[CH:22][CH:21]=[CH:20][C:17]=1[CH:18]=O.C([O-])([O-])=O.[K+].[K+]. (7) Given the product [CH2:31]([NH:38][C:2]1[O:3][C:4]2[C:24]([OH:25])=[C:23]([O:29][CH3:30])[CH:22]=[CH:21][C:5]=2[C:6]=1[C:7]([C:8]1[CH:9]=[C:10]([O:18][CH3:19])[C:11]([O:16][CH3:17])=[C:12]([O:14][CH3:15])[CH:13]=1)=[O:20])[C:32]1[CH:37]=[CH:36][CH:35]=[CH:34][CH:33]=1, predict the reactants needed to synthesize it. The reactants are: Br[C:2]1[O:3][C:4]2[C:24]([O:25]C(=O)C)=[C:23]([O:29][CH3:30])[CH:22]=[CH:21][C:5]=2[C:6]=1[C:7](=[O:20])[C:8]1[CH:13]=[C:12]([O:14][CH3:15])[C:11]([O:16][CH3:17])=[C:10]([O:18][CH3:19])[CH:9]=1.[CH2:31]([NH2:38])[C:32]1[CH:37]=[CH:36][CH:35]=[CH:34][CH:33]=1. (8) The reactants are: [C:1]1([OH:7])[CH:6]=[CH:5][CH:4]=[CH:3][CH:2]=1.C=O.[CH2:10]([NH:12][C:13]1[CH:18]=[CH:17][CH:16]=[CH:15][CH:14]=1)[CH3:11].CNC1C=CC=CC=1. Given the product [CH2:10]([NH:12][C:13]1[CH:18]=[CH:17][CH:16]=[CH:15][CH:14]=1)[CH3:11].[CH2:1]=[O:7].[C:1]1([OH:7])[CH:6]=[CH:5][CH:4]=[CH:3][CH:2]=1, predict the reactants needed to synthesize it.